From a dataset of Forward reaction prediction with 1.9M reactions from USPTO patents (1976-2016). Predict the product of the given reaction. Given the reactants [CH:1]1([C:6]2[CH:7]=[C:8]([CH:12]=[C:13]([O:15][CH3:16])[N:14]=2)[C:9]([OH:11])=O)[CH2:5][CH2:4][CH2:3][CH2:2]1.[Cl:17][C:18]1[CH:33]=[C:32]([C:34](=[NH:37])[NH:35]O)[CH:31]=[C:30]([CH3:38])[C:19]=1[O:20][CH2:21][C@@H:22]([OH:29])[CH2:23][NH:24][C:25](=[O:28])[CH2:26][OH:27], predict the reaction product. The product is: [Cl:17][C:18]1[CH:33]=[C:32]([C:34]2[N:37]=[C:9]([C:8]3[CH:12]=[C:13]([O:15][CH3:16])[N:14]=[C:6]([CH:1]4[CH2:2][CH2:3][CH2:4][CH2:5]4)[CH:7]=3)[O:11][N:35]=2)[CH:31]=[C:30]([CH3:38])[C:19]=1[O:20][CH2:21][C@@H:22]([OH:29])[CH2:23][NH:24][C:25](=[O:28])[CH2:26][OH:27].